This data is from Full USPTO retrosynthesis dataset with 1.9M reactions from patents (1976-2016). The task is: Predict the reactants needed to synthesize the given product. (1) Given the product [O-:1][N+:2]1[C:7]2[CH:8]=[CH:9][CH:10]=[CH:11][C:6]=2[N:5]=[C:4]([N:12]2[CH2:17][CH2:16][CH:15]([C:18]([NH:20][C:21]3[C:22]([C:26]([OH:28])=[O:27])=[CH:23][S:24][CH:25]=3)=[O:19])[CH2:14][CH2:13]2)[N:3]=1, predict the reactants needed to synthesize it. The reactants are: [O-:1][N+:2]1[C:7]2[CH:8]=[CH:9][CH:10]=[CH:11][C:6]=2[N:5]=[C:4]([N:12]2[CH2:17][CH2:16][CH:15]([C:18]([NH:20][C:21]3[C:22]([C:26]([O:28]C)=[O:27])=[CH:23][S:24][CH:25]=3)=[O:19])[CH2:14][CH2:13]2)[N:3]=1.O.[OH-].[Li+].Cl. (2) The reactants are: CO.C([O-])([O-])=O.[Na+].[Na+].Br[C:10]1[CH:11]=[CH:12][C:13]([C:16]#[C:17][Si:18]([C:21]([CH3:24])([CH3:23])[CH3:22])([CH3:20])[CH3:19])=[N:14][CH:15]=1.[Cl:25][C:26]1[CH:31]=[CH:30][C:29](OB(O)O)=[CH:28][CH:27]=1. Given the product [C:21]([Si:18]([C:17]#[C:16][C:13]1[CH:12]=[CH:11][C:10]([C:29]2[CH:30]=[CH:31][C:26]([Cl:25])=[CH:27][CH:28]=2)=[CH:15][N:14]=1)([CH3:20])[CH3:19])([CH3:24])([CH3:23])[CH3:22], predict the reactants needed to synthesize it. (3) Given the product [Cl:15][C:16]1[CH:17]=[C:18]([CH:19]=[CH:2][C:1]([C:4]2[C:5](=[O:14])[O:6][C:7]3[C:12]([CH:13]=2)=[CH:11][CH:10]=[CH:9][CH:8]=3)=[O:3])[CH:21]=[CH:22][CH:23]=1, predict the reactants needed to synthesize it. The reactants are: [C:1]([C:4]1[C:5](=[O:14])[O:6][C:7]2[C:12]([CH:13]=1)=[CH:11][CH:10]=[CH:9][CH:8]=2)(=[O:3])[CH3:2].[Cl:15][C:16]1[CH:17]=[C:18]([CH:21]=[CH:22][CH:23]=1)[CH:19]=O. (4) Given the product [C:1]([O:5][C:6](=[O:24])[CH2:7][CH2:8][C:9]1[CH:14]=[C:13]([O:15][CH2:31][C:32]2[CH:37]=[CH:36][CH:35]=[CH:34][CH:33]=2)[CH:12]=[CH:11][C:10]=1[CH2:16][NH:17][C:18]([O:20][CH:21]([CH3:22])[CH3:23])=[O:19])([CH3:4])([CH3:3])[CH3:2], predict the reactants needed to synthesize it. The reactants are: [C:1]([O:5][C:6](=[O:24])[CH2:7][CH2:8][C:9]1[CH:14]=[C:13]([OH:15])[CH:12]=[CH:11][C:10]=1[CH2:16][NH:17][C:18]([O:20][CH:21]([CH3:23])[CH3:22])=[O:19])([CH3:4])([CH3:3])[CH3:2].C([O-])([O-])=O.[Cs+].[Cs+].[CH2:31](Br)[C:32]1[CH:37]=[CH:36][CH:35]=[CH:34][CH:33]=1. (5) The reactants are: Cl[C:2]1[C:11]2[C:6](=[CH:7][CH:8]=[CH:9][CH:10]=2)[C:5]([CH2:12][C:13]2[CH:18]=[CH:17][N:16]=[CH:15][CH:14]=2)=[N:4][N:3]=1.[CH2:19]([O:21][C:22]1[CH:28]=[CH:27][C:25]([NH2:26])=[CH:24][CH:23]=1)[CH3:20].C(=O)([O-])[O-].[Na+].[Na+]. Given the product [CH2:19]([O:21][C:22]1[CH:28]=[CH:27][C:25]([NH:26][C:2]2[C:11]3[C:6](=[CH:7][CH:8]=[CH:9][CH:10]=3)[C:5]([CH2:12][C:13]3[CH:18]=[CH:17][N:16]=[CH:15][CH:14]=3)=[N:4][N:3]=2)=[CH:24][CH:23]=1)[CH3:20], predict the reactants needed to synthesize it. (6) Given the product [NH2:73][C@@:74]12[CH2:80][CH2:79][C@:78]1([F:81])[CH2:77][N:76]([C:44]1[C:53]([CH3:54])=[C:52]3[C:47]([C:48](=[O:64])[C:49]([C:59]([OH:61])=[O:60])=[CH:50][N:51]3[C@@H:55]3[CH2:57][C@@H:56]3[F:58])=[CH:46][C:45]=1[F:65])[CH2:75]2, predict the reactants needed to synthesize it. The reactants are: C1(P(C2C=CC=CC=2)C2C3OC4C(=CC=CC=4P(C4C=CC=CC=4)C4C=CC=CC=4)C(C)(C)C=3C=CC=2)C=CC=CC=1.Br[C:44]1[C:53]([CH3:54])=[C:52]2[C:47]([C:48](=[O:64])[C:49]([C:59]([O:61]CC)=[O:60])=[CH:50][N:51]2[C@@H:55]2[CH2:57][C@@H:56]2[F:58])=[CH:46][C:45]=1[F:65].C(OC([NH:73][C@@:74]12[CH2:80][CH2:79][C@:78]1([F:81])[CH2:77][NH:76][CH2:75]2)=O)(C)(C)C.C(=O)([O-])[O-].[Cs+].[Cs+].[OH-].[Na+]. (7) Given the product [F:24][C:25]1[CH:32]=[CH:31][C:28]([CH2:29][NH:30][C:4](=[O:23])[CH2:5][N:6]2[CH2:10][CH2:9][N:8]([C:11]3[S:12][C:13]([C:17]([O:19][CH2:20][CH3:21])=[O:18])=[C:14]([CH3:16])[N:15]=3)[C:7]2=[O:22])=[CH:27][CH:26]=1, predict the reactants needed to synthesize it. The reactants are: C(O[C:4](=[O:23])[CH2:5][N:6]1[CH2:10][CH2:9][N:8]([C:11]2[S:12][C:13]([C:17]([O:19][CH2:20][CH3:21])=[O:18])=[C:14]([CH3:16])[N:15]=2)[C:7]1=[O:22])C.[F:24][C:25]1[CH:32]=[CH:31][C:28]([CH2:29][NH2:30])=[CH:27][CH:26]=1.[C-]#N.[Na+]. (8) Given the product [F:20][C:2]([F:1])([F:19])[C:3]1[CH:8]=[CH:7][C:6]([C:9]2[O:13][N:12]=[CH:11][C:10]=2[CH2:14][CH2:15][C:16]([O:18][CH3:26])=[O:17])=[CH:5][CH:4]=1, predict the reactants needed to synthesize it. The reactants are: [F:1][C:2]([F:20])([F:19])[C:3]1[CH:8]=[CH:7][C:6]([C:9]2[O:13][N:12]=[CH:11][C:10]=2[CH2:14][CH2:15][C:16]([OH:18])=[O:17])=[CH:5][CH:4]=1.S(=O)(=O)(O)O.[CH3:26]O.